Dataset: Forward reaction prediction with 1.9M reactions from USPTO patents (1976-2016). Task: Predict the product of the given reaction. (1) Given the reactants [CH3:1][N:2]([CH3:10])[C:3]1[CH:4]=[C:5]([OH:9])[CH:6]=[CH:7][CH:8]=1.[Cl:11][C:12]1[CH:17]=[C:16]([N+:18]([O-])=O)[CH:15]=[C:14]([Cl:21])[C:13]=1I.C(=O)([O-])[O-].[K+].[K+].[Cl-].[Ca+2].[Cl-], predict the reaction product. The product is: [Cl:11][C:12]1[CH:17]=[C:16]([CH:15]=[C:14]([Cl:21])[C:13]=1[O:9][C:5]1[CH:6]=[CH:7][CH:8]=[C:3]([N:2]([CH3:10])[CH3:1])[CH:4]=1)[NH2:18]. (2) Given the reactants P(=O)(O)(O)O.[CH3:6][C:7]1[CH2:12][CH2:11][C:10]([CH3:15])([CH:13]=[CH2:14])[CH2:9][CH:8]=1, predict the reaction product. The product is: [CH3:6][C:7]1[CH:12]2[CH2:11][C:10]([CH3:15])([CH2:9][CH:8]=1)[CH2:13][CH2:14]2. (3) Given the reactants [OH:1][C:2]1[C:3]([N+:12]([O-:14])=[O:13])=[C:4]([CH:9]=[CH:10][CH:11]=1)[C:5]([O:7][CH3:8])=[O:6].CS(O[CH:20]1[CH2:25][CH2:24][O:23][CH2:22][CH2:21]1)(=O)=O.C([O-])([O-])=O.[K+].[K+].C(OCC)(=O)C, predict the reaction product. The product is: [N+:12]([C:3]1[C:2]([O:1][CH:20]2[CH2:25][CH2:24][O:23][CH2:22][CH2:21]2)=[CH:11][CH:10]=[CH:9][C:4]=1[C:5]([O:7][CH3:8])=[O:6])([O-:14])=[O:13]. (4) Given the reactants [O:1]1[CH2:6][CH2:5][CH2:4][CH2:3][CH:2]1[N:7]1[C:15]2[C:10](=[CH:11][C:12](B3OC(C)(C)C(C)(C)O3)=[CH:13][CH:14]=2)[C:9]([C:25]([F:28])([F:27])[F:26])=[N:8]1.B1([O-])O[O:30]1.O.O.O.O.[Na+], predict the reaction product. The product is: [O:1]1[CH2:6][CH2:5][CH2:4][CH2:3][CH:2]1[N:7]1[C:15]2[C:10](=[CH:11][C:12]([OH:30])=[CH:13][CH:14]=2)[C:9]([C:25]([F:28])([F:27])[F:26])=[N:8]1.